From a dataset of Reaction yield outcomes from USPTO patents with 853,638 reactions. Predict the reaction yield, written as a fraction of the theoretical maximum amount of product (1.0 means a 100% yield; for example, 0.34 means a 34% yield). (1) The reactants are [N+:1]([C:4]1[CH:9]=[CH:8][C:7]([C:10]([N:12]=[C:13]=[S:14])=[O:11])=[CH:6][CH:5]=1)([O-:3])=[O:2].[CH3:15][O:16][C:17]1[CH:18]=[C:19]2[C:24](=[CH:25][C:26]=1[O:27][CH3:28])[N:23]=[CH:22][CH:21]=[C:20]2[O:29][C:30]1[CH:36]=[CH:35][C:33]([NH2:34])=[C:32]([CH3:37])[C:31]=1[CH3:38].C1(C)C=CC=CC=1. The catalyst is C(O)C. The product is [CH3:15][O:16][C:17]1[CH:18]=[C:19]2[C:24](=[CH:25][C:26]=1[O:27][CH3:28])[N:23]=[CH:22][CH:21]=[C:20]2[O:29][C:30]1[CH:36]=[CH:35][C:33]([NH:34][C:13]([NH:12][C:10](=[O:11])[C:7]2[CH:6]=[CH:5][C:4]([N+:1]([O-:3])=[O:2])=[CH:9][CH:8]=2)=[S:14])=[C:32]([CH3:37])[C:31]=1[CH3:38]. The yield is 0.750. (2) The reactants are [NH2:1][C:2]1[N:7]=[C:6]([NH:8][S:9]([C:12]2[CH:17]=[CH:16][C:15]([C:18]3[CH:23]=[CH:22][C:21]([C:24]#[N:25])=[CH:20][CH:19]=3)=[CH:14][CH:13]=2)(=[O:11])=[O:10])[CH:5]=[CH:4][CH:3]=1.[CH:26](=O)[CH3:27].C([BH3-])#N.[Na+]. The catalyst is CO.C(=O)(O)[O-].[Na+]. The product is [C:24]([C:21]1[CH:22]=[CH:23][C:18]([C:15]2[CH:16]=[CH:17][C:12]([S:9]([NH:8][C:6]3[CH:5]=[CH:4][CH:3]=[C:2]([NH:1][CH2:26][CH3:27])[N:7]=3)(=[O:11])=[O:10])=[CH:13][CH:14]=2)=[CH:19][CH:20]=1)#[N:25]. The yield is 0.630. (3) The reactants are I[C:2]1[C:10]2[C:5](=[N:6][CH:7]=[CH:8][CH:9]=2)[N:4]([Si:11]([CH:18]([CH3:20])[CH3:19])([CH:15]([CH3:17])[CH3:16])[CH:12]([CH3:14])[CH3:13])[CH:3]=1.C([Mg]Cl)(C)C.[Cl:26][C:27]1[N:28]=[C:29]([N:34]([CH2:36][C:37]2[CH:42]=[CH:41][C:40]([Cl:43])=[CH:39][CH:38]=2)[CH3:35])[S:30][C:31]=1[CH:32]=[O:33]. The catalyst is O1CCCC1. The product is [Cl:26][C:27]1[N:28]=[C:29]([N:34]([CH2:36][C:37]2[CH:42]=[CH:41][C:40]([Cl:43])=[CH:39][CH:38]=2)[CH3:35])[S:30][C:31]=1[CH:32]([C:2]1[C:10]2[C:5](=[N:6][CH:7]=[CH:8][CH:9]=2)[N:4]([Si:11]([CH:18]([CH3:20])[CH3:19])([CH:15]([CH3:17])[CH3:16])[CH:12]([CH3:14])[CH3:13])[CH:3]=1)[OH:33]. The yield is 0.600. (4) The reactants are [CH3:1][O:2][CH2:3][CH2:4][O:5][C:6]1[CH:11]=[CH:10][C:9]([NH:12]N=C(C)C(OCC)=O)=[C:8]([N+:21]([O-:23])=[O:22])[CH:7]=1.[OH2:24]. The catalyst is C(OCC)(=O)C. The product is [CH3:1][O:2][CH2:3][CH2:4][O:5][C:6]1[CH:11]=[C:10]2[C:9](=[C:8]([N+:21]([O-:23])=[O:22])[CH:7]=1)[NH:12][C:7]([C:6]([O:5][CH2:4][CH3:3])=[O:24])=[CH:8]2. The yield is 0.170. (5) The reactants are [NH2:1][C:2]1[CH:9]=[CH:8][C:5]([C:6]#[N:7])=[CH:4][C:3]=1[F:10].[Cl:11]N1C(=O)CCC1=O. The catalyst is C(#N)C. The product is [NH2:1][C:2]1[C:3]([F:10])=[CH:4][C:5]([C:6]#[N:7])=[CH:8][C:9]=1[Cl:11]. The yield is 0.880. (6) The reactants are [C:1]([O:9][CH:10]1[CH2:15][CH2:14][N:13]([CH2:16][CH:17]([OH:21])[CH2:18][C:19]#[N:20])[CH2:12][CH:11]1[F:22])(=[O:8])[C:2]1[CH:7]=[CH:6][CH:5]=[CH:4][CH:3]=1.C(N(CC)CC)C.[CH3:30][S:31](Cl)(=[O:33])=[O:32]. The catalyst is C(Cl)Cl. The product is [C:1]([O:9][CH:10]1[CH2:15][CH2:14][N:13]([CH2:16][CH:17]([O:21][S:31]([CH3:30])(=[O:33])=[O:32])[CH2:18][C:19]#[N:20])[CH2:12][CH:11]1[F:22])(=[O:8])[C:2]1[CH:3]=[CH:4][CH:5]=[CH:6][CH:7]=1. The yield is 1.00.